Dataset: Forward reaction prediction with 1.9M reactions from USPTO patents (1976-2016). Task: Predict the product of the given reaction. (1) The product is: [Br:1][C:2]1[C:3]([CH3:14])=[C:4]2[CH:11]=[CH:10][NH:9][C:5]2=[N:6][C:7]=1[CH3:8]. Given the reactants [Br:1][C:2]1[C:3]([CH3:14])=[C:4]2[C:11](C#N)=[CH:10][NH:9][C:5]2=[N:6][C:7]=1[CH3:8].[OH-].[Na+], predict the reaction product. (2) Given the reactants Cl[C:2]1[N:7]=[CH:6][N:5]=[C:4]([NH2:8])[C:3]=1[N+]([O-])=O.Cl.Cl.[NH2:14][CH2:15][CH2:16][C:17]([C:19]1[CH:24]=[CH:23][C:22]([NH2:25])=[CH:21][CH:20]=1)=[O:18], predict the reaction product. The product is: [NH2:25][C:22]1[CH:21]=[CH:20][C:19]([C:17](=[O:18])[CH2:16][CH2:15][NH:14][C:2]2[CH:3]=[C:4]([NH2:8])[N:5]=[CH:6][N:7]=2)=[CH:24][CH:23]=1. (3) Given the reactants C1(N(N)C(=O)NN1)=O.[CH2:9]([NH:22][C:23]1[NH:30][C:28](=[O:29])[NH:27][C:25](=[O:26])[C:24]=1[NH2:31])[CH:10]([OH:21])[CH:11]([OH:20])[CH:12]([OH:19])[CH2:13][O:14]P(O)(O)=O, predict the reaction product. The product is: [CH3:9][C:10]1[N:31]=[C:24]2[C:23](=[N:30][C:28]([NH:27][C:25]2=[O:26])=[O:29])[N:22]([CH2:9][C@H:10]([OH:21])[C@H:11]([OH:20])[C@H:12]([OH:19])[CH2:13][OH:14])[C:11]=1[CH3:12]. (4) Given the reactants O=C1C2C(=CC=CC=2)C(=O)[N:3]1[CH2:12][CH2:13][CH2:14][O:15][C:16]1[N:21]=[C:20]([C@H:22]2[CH2:26][CH2:25][CH2:24][N:23]2[C:27]2[CH:32]=[CH:31][N:30]3[N:33]=[CH:34][C:35]([C:36]([O:38][CH2:39][CH3:40])=[O:37])=[C:29]3[N:28]=2)[CH:19]=[CH:18][CH:17]=1.CO.C1COCC1.NN.O, predict the reaction product. The product is: [NH2:3][CH2:12][CH2:13][CH2:14][O:15][C:16]1[N:21]=[C:20]([C@H:22]2[CH2:26][CH2:25][CH2:24][N:23]2[C:27]2[CH:32]=[CH:31][N:30]3[N:33]=[CH:34][C:35]([C:36]([O:38][CH2:39][CH3:40])=[O:37])=[C:29]3[N:28]=2)[CH:19]=[CH:18][CH:17]=1. (5) The product is: [OH:17][CH2:16][N:8]([CH2:7][CH:1]1[CH2:6][CH2:5][CH:4]=[CH:3][CH2:2]1)[C:9](=[O:13])[O:10][CH2:11][CH3:12]. Given the reactants [CH:1]1([CH2:7][NH:8][C:9](=[O:13])[O:10][CH2:11][CH3:12])[CH2:6][CH2:5][CH:4]=[CH:3][CH2:2]1.C=O.[C:16](=O)([O-])[O-:17].[K+].[K+].C(=O)([O-])[O-].[Cs+].[Cs+], predict the reaction product.